From a dataset of Merck oncology drug combination screen with 23,052 pairs across 39 cell lines. Regression. Given two drug SMILES strings and cell line genomic features, predict the synergy score measuring deviation from expected non-interaction effect. (1) Drug 1: Cn1nnc2c(C(N)=O)ncn2c1=O. Drug 2: CC(C)CC(NC(=O)C(Cc1ccccc1)NC(=O)c1cnccn1)B(O)O. Cell line: HT144. Synergy scores: synergy=-22.5. (2) Drug 1: CCc1c2c(nc3ccc(O)cc13)-c1cc3c(c(=O)n1C2)COC(=O)C3(O)CC. Drug 2: CNC(=O)c1cc(Oc2ccc(NC(=O)Nc3ccc(Cl)c(C(F)(F)F)c3)cc2)ccn1. Cell line: DLD1. Synergy scores: synergy=16.1. (3) Drug 1: Cn1nnc2c(C(N)=O)ncn2c1=O. Drug 2: CS(=O)(=O)CCNCc1ccc(-c2ccc3ncnc(Nc4ccc(OCc5cccc(F)c5)c(Cl)c4)c3c2)o1. Cell line: EFM192B. Synergy scores: synergy=-2.35. (4) Drug 1: COC12C(COC(N)=O)C3=C(C(=O)C(C)=C(N)C3=O)N1CC1NC12. Drug 2: Cn1c(=O)n(-c2ccc(C(C)(C)C#N)cc2)c2c3cc(-c4cnc5ccccc5c4)ccc3ncc21. Cell line: EFM192B. Synergy scores: synergy=9.66. (5) Drug 1: O=c1[nH]cc(F)c(=O)[nH]1. Drug 2: Cc1nc(Nc2ncc(C(=O)Nc3c(C)cccc3Cl)s2)cc(N2CCN(CCO)CC2)n1. Cell line: NCIH460. Synergy scores: synergy=21.7.